Dataset: Reaction yield outcomes from USPTO patents with 853,638 reactions. Task: Predict the reaction yield, written as a fraction of the theoretical maximum amount of product (1.0 means a 100% yield; for example, 0.34 means a 34% yield). (1) The reactants are C1(OC2C=CC=CC=2)C=CC=CC=1.[Cl:14][C:15]1[CH:16]=[C:17]([NH:23][CH:24]=[C:25]([C:31]([O:33]CC)=O)[C:26]([O:28][CH2:29][CH3:30])=[O:27])[CH:18]=[CH:19][C:20]=1[O:21][CH3:22]. The catalyst is CCOCC. The product is [Cl:14][C:15]1[CH:16]=[C:17]2[C:18]([C:31]([OH:33])=[C:25]([C:26]([O:28][CH2:29][CH3:30])=[O:27])[CH:24]=[N:23]2)=[CH:19][C:20]=1[O:21][CH3:22]. The yield is 0.870. (2) The reactants are [CH3:1][C:2]1[CH:7]=[CH:6][C:5]([CH2:8][N:9]([CH:22]2[CH2:27][CH2:26][N:25]([CH2:28][C:29]3[CH:34]=[CH:33][CH:32]=[CH:31][CH:30]=3)[CH2:24][CH2:23]2)[C:10](=O)[CH2:11][CH2:12][C:13]2[CH:18]=[CH:17][C:16]([O:19][CH3:20])=[CH:15][CH:14]=2)=[CH:4][CH:3]=1.COC1C=CC(P2(SP(C3C=CC(OC)=CC=3)(=S)S2)=[S:44])=CC=1. The catalyst is CO. The product is [CH3:1][C:2]1[CH:7]=[CH:6][C:5]([CH2:8][N:9]([CH:22]2[CH2:27][CH2:26][N:25]([CH2:28][C:29]3[CH:34]=[CH:33][CH:32]=[CH:31][CH:30]=3)[CH2:24][CH2:23]2)[C:10](=[S:44])[CH2:11][CH2:12][C:13]2[CH:18]=[CH:17][C:16]([O:19][CH3:20])=[CH:15][CH:14]=2)=[CH:4][CH:3]=1. The yield is 0.970. (3) The reactants are [N+:1]([C:4]1[C:5]([CH:14]([C:16]2[CH:21]=[CH:20][CH:19]=[CH:18][CH:17]=2)[OH:15])=[CH:6][CH:7]=[C:8]2[C:13]=1[N:12]=[CH:11][CH:10]=[CH:9]2)([O-])=O. The catalyst is [Pd].CCO.CO. The product is [NH2:1][C:4]1[C:5]([CH:14]([C:16]2[CH:17]=[CH:18][CH:19]=[CH:20][CH:21]=2)[OH:15])=[CH:6][CH:7]=[C:8]2[C:13]=1[N:12]=[CH:11][CH:10]=[CH:9]2. The yield is 0.990.